From a dataset of Full USPTO retrosynthesis dataset with 1.9M reactions from patents (1976-2016). Predict the reactants needed to synthesize the given product. (1) Given the product [OH:32][CH:21]1[C:22]2[C@H:27]([CH2:26][CH2:25][C:24](=[O:31])[CH:23]=2)[C@@H:28]2[C@H:19]([C@H:18]3[C@@:15]([CH2:30][CH2:29]2)([CH2:16][CH3:17])[C:14](=[O:33])[CH:13]=[CH:12]3)[CH2:20]1, predict the reactants needed to synthesize it. The reactants are: C(N(CC)CC)C.C(O[C@@H:12]1[C@H:18]2[C@H:19]3[C@H:28]([CH2:29][CH2:30][C@:15]2([CH2:16][CH3:17])[C:14](=[O:33])[CH2:13]1)[C@@H:27]1[C:22](=[CH:23][C:24](=[O:31])[CH2:25][CH2:26]1)[CH:21]([OH:32])[CH2:20]3)(=O)C.O. (2) Given the product [C:1]([C:3]1[CH:10]=[CH:9][C:6]([CH2:7][OH:8])=[C:5]([F:11])[CH:4]=1)#[CH:2], predict the reactants needed to synthesize it. The reactants are: [C:1]([C:3]1[CH:10]=[CH:9][C:6]([CH:7]=[O:8])=[C:5]([F:11])[CH:4]=1)#[CH:2].[BH4-].[Na+].